Dataset: Catalyst prediction with 721,799 reactions and 888 catalyst types from USPTO. Task: Predict which catalyst facilitates the given reaction. Reactant: [NH2:1][C:2]1[CH:7]=[C:6]([F:8])[C:5]([Br:9])=[CH:4][C:3]=1[NH:10][CH:11]1[CH2:16][CH2:15][N:14]([C:17]([O:19][C:20]([CH3:23])([CH3:22])[CH3:21])=[O:18])[CH2:13][CH2:12]1.[C:24](C1NC=CN=1)(C1NC=CN=1)=[O:25]. Product: [F:8][C:6]1[C:5]([Br:9])=[CH:4][C:3]2[N:10]([CH:11]3[CH2:16][CH2:15][N:14]([C:17]([O:19][C:20]([CH3:23])([CH3:22])[CH3:21])=[O:18])[CH2:13][CH2:12]3)[C:24](=[O:25])[NH:1][C:2]=2[CH:7]=1. The catalyst class is: 7.